Dataset: Clinical trial toxicity outcomes and FDA approval status for drugs. Task: Regression/Classification. Given a drug SMILES string, predict its toxicity properties. Task type varies by dataset: regression for continuous values (e.g., LD50, hERG inhibition percentage) or binary classification for toxic/non-toxic outcomes (e.g., AMES mutagenicity, cardiotoxicity, hepatotoxicity). Dataset: clintox. (1) The molecule is C1C[NH2+]CCN1. The result is 0 (passed clinical trial). (2) The drug is CNC(=O)CN(CCN(CC[NH+](CC(=O)[O-])CC(=O)NC)CC(=O)[O-])CC(=O)[O-]. The result is 0 (passed clinical trial).